From a dataset of Forward reaction prediction with 1.9M reactions from USPTO patents (1976-2016). Predict the product of the given reaction. (1) Given the reactants [NH2:1][C:2]1[NH:6][N:5]=[C:4]([CH3:7])[C:3]=1[C:8]1[S:9][C:10]2[CH:16]=[C:15]([S:17](Cl)(=[O:19])=[O:18])[CH:14]=[CH:13][C:11]=2[N:12]=1.[S:21]1[CH:25]=[CH:24][CH:23]=[C:22]1[CH2:26][CH2:27][NH2:28].CN1CCOCC1, predict the reaction product. The product is: [S:21]1[CH:25]=[CH:24][CH:23]=[C:22]1[CH2:26][CH2:27][NH:28][S:17]([C:15]1[CH:14]=[CH:13][C:11]2[N:12]=[C:8]([C:3]3[C:4]([CH3:7])=[N:5][NH:6][C:2]=3[NH2:1])[S:9][C:10]=2[CH:16]=1)(=[O:19])=[O:18]. (2) The product is: [S:1]1[C:5]2[CH2:6][CH2:7][CH2:8][CH2:9][C:4]=2[N:3]=[C:2]1[C:10]1[C:14]([C:15]([OH:17])=[O:16])=[CH:13][N:12]([CH2:20][O:21][CH2:22][CH2:23][Si:24]([CH3:27])([CH3:26])[CH3:25])[N:11]=1. Given the reactants [S:1]1[C:5]2[CH2:6][CH2:7][CH2:8][CH2:9][C:4]=2[N:3]=[C:2]1[C:10]1[C:14]([C:15]([O:17]CC)=[O:16])=[CH:13][N:12]([CH2:20][O:21][CH2:22][CH2:23][Si:24]([CH3:27])([CH3:26])[CH3:25])[N:11]=1.[OH-].[Na+].Cl, predict the reaction product.